This data is from hERG Central: cardiac toxicity at 1µM, 10µM, and general inhibition. The task is: Predict hERG channel inhibition at various concentrations. (1) The molecule is O=C(CSc1nn(-c2ccc(F)cc2)c(=S)s1)N1CCN(C(=O)c2ccco2)CC1. Results: hERG_inhib (hERG inhibition (general)): blocker. (2) The compound is CN1/C(=C\C=Nc2cc(S(=O)(=O)N3CCOCC3)ccc2N2CCOCC2)C(C)(C)c2ccccc21. Results: hERG_inhib (hERG inhibition (general)): blocker. (3) The compound is CSCCC(NC(=O)c1ccc([N+](=O)[O-])cc1Cl)C(=O)OCC(=O)NCCCc1ccccc1. Results: hERG_inhib (hERG inhibition (general)): blocker. (4) The molecule is O=C1CC(=C(c2ccccc2)c2ccccc2)C(=O)N1CCCCN1CCN(c2ccccc2)CC1. Results: hERG_inhib (hERG inhibition (general)): blocker. (5) The molecule is COc1ccc(N2CCOCC2)c(NC(=O)c2ccco2)c1. Results: hERG_inhib (hERG inhibition (general)): blocker. (6) The molecule is Cc1[nH][nH]c(=O)c1C(c1cc([N+](=O)[O-])ccc1O)c1c(C)[nH][nH]c1=O. Results: hERG_inhib (hERG inhibition (general)): blocker. (7) The compound is CC1(c2nnc(-c3ccncc3)o2)CC(c2c(Cl)cccc2Cl)=NO1. Results: hERG_inhib (hERG inhibition (general)): blocker. (8) The compound is CCn1cnc2cc(NCc3ccc(Cl)cc3)ccc21. Results: hERG_inhib (hERG inhibition (general)): blocker.